Dataset: Reaction yield outcomes from USPTO patents with 853,638 reactions. Task: Predict the reaction yield, written as a fraction of the theoretical maximum amount of product (1.0 means a 100% yield; for example, 0.34 means a 34% yield). (1) The reactants are [Cl-].[CH3:2][O:3]C[P+](C1C=CC=CC=1)(C1C=CC=CC=1)C1C=CC=CC=1.CC(C)([O-])C.[K+].[CH:30]1([CH2:35][CH2:36][CH:37]=O)[CH2:34][CH2:33][CH2:32][CH2:31]1.Cl. The catalyst is O1CCCC1.C(OCC)C. The product is [CH:30]1([CH2:35][CH2:36][CH2:37][CH:2]=[O:3])[CH2:31][CH2:32][CH2:33][CH2:34]1. The yield is 0.540. (2) The reactants are Cl.Cl.[CH2:3]([O:5][C:6](=[O:12])[CH2:7][NH:8][CH2:9][CH2:10][NH2:11])[CH3:4].[Cl:13][C:14]1[CH:19]=[CH:18][C:17]([C:20]2[S:24][C:23]([S:25](Cl)(=[O:27])=[O:26])=[N:22][N:21]=2)=[CH:16][CH:15]=1.C(N(CC)CC)C. The catalyst is ClCCl. The product is [CH2:3]([O:5][C:6](=[O:12])[CH2:7][NH:8][CH2:9][CH2:10][NH:11][S:25]([C:23]1[S:24][C:20]([C:17]2[CH:18]=[CH:19][C:14]([Cl:13])=[CH:15][CH:16]=2)=[N:21][N:22]=1)(=[O:26])=[O:27])[CH3:4]. The yield is 0.530. (3) The reactants are [Cu]C#N.[Br-].[Li+].[I-].[C:7]([C:9]1[C:14]([F:15])=[CH:13][CH:12]=[CH:11][C:10]=1[Zn+])#[N:8].[Br:17][C:18]1[CH:19]=[C:20]([CH:24]=[CH:25][CH:26]=1)[C:21](Cl)=[O:22].[NH4+].[Cl-]. The catalyst is C1COCC1.O. The product is [Br:17][C:18]1[CH:19]=[C:20]([CH:24]=[CH:25][CH:26]=1)[C:21]([C:10]1[CH:11]=[CH:12][CH:13]=[C:14]([F:15])[C:9]=1[C:7]#[N:8])=[O:22]. The yield is 0.880. (4) The catalyst is C1(C)C=CC=CC=1. The reactants are [C:1]([C:4]1[CH:11]=[CH:10][CH:9]=[CH:8][C:5]=1[CH:6]=[O:7])([OH:3])=O.[PH2:12]([OH:14])=[O:13]. The yield is 0.910. The product is [O:7]=[C:6]1[C:5]2[C:4](=[CH:11][CH:10]=[CH:9][CH:8]=2)[CH:1]([P:12]([CH:6]2[C:5]3[C:4](=[CH:11][CH:10]=[CH:9][CH:8]=3)[C:1](=[O:3])[O:7]2)(=[O:14])[OH:13])[O:3]1.